Task: Predict the reaction yield, written as a fraction of the theoretical maximum amount of product (1.0 means a 100% yield; for example, 0.34 means a 34% yield).. Dataset: Reaction yield outcomes from USPTO patents with 853,638 reactions (1) The reactants are [F-].C([N+](CCCC)(CCCC)CCCC)CCC.[CH2:19]([CH:21]([CH2:36][CH2:37][CH2:38][CH3:39])[CH2:22][O:23][C:24]1[CH:29]=[CH:28][C:27]([C:30]#[C:31][Si](C)(C)C)=[CH:26][CH:25]=1)[CH3:20]. The catalyst is O1CCCC1. The product is [CH2:19]([CH:21]([CH2:36][CH2:37][CH2:38][CH3:39])[CH2:22][O:23][C:24]1[CH:25]=[CH:26][C:27]([C:30]#[CH:31])=[CH:28][CH:29]=1)[CH3:20]. The yield is 0.990. (2) The reactants are [CH:1]1([O:6][C:7](=[O:46])[C@@H:8]([NH:38]C(OC(C)(C)C)=O)[CH2:9][CH2:10][O:11][C:12]2[CH:21]=[C:20]3[C:15]([C:16]([NH:29][C:30]4[CH:34]=[C:33]([CH3:35])[NH:32][N:31]=4)=[N:17][C:18]([S:22][C:23]4[CH:28]=[CH:27][CH:26]=[CH:25][CH:24]=4)=[N:19]3)=[CH:14][C:13]=2[O:36][CH3:37])[CH2:5][CH2:4][CH2:3][CH2:2]1.Cl. The catalyst is O1CCOCC1. The product is [CH:1]1([O:6][C:7](=[O:46])[C@@H:8]([NH2:38])[CH2:9][CH2:10][O:11][C:12]2[CH:21]=[C:20]3[C:15]([C:16]([NH:29][C:30]4[CH:34]=[C:33]([CH3:35])[NH:32][N:31]=4)=[N:17][C:18]([S:22][C:23]4[CH:28]=[CH:27][CH:26]=[CH:25][CH:24]=4)=[N:19]3)=[CH:14][C:13]=2[O:36][CH3:37])[CH2:5][CH2:4][CH2:3][CH2:2]1. The yield is 0.780.